From a dataset of Catalyst prediction with 721,799 reactions and 888 catalyst types from USPTO. Predict which catalyst facilitates the given reaction. Reactant: [Cl:1][C:2]1[N:7]=[CH:6][C:5]2[CH:8]=[C:9]([C:11]([OH:13])=O)[NH:10][C:4]=2[CH:3]=1.CCN=C=NCCCN(C)C.C1C=C2N=NN(O)C2=CC=1.O.Cl.[NH2:37][CH:38]1[CH2:47][C:46]2[C:41](=[CH:42][CH:43]=[CH:44][CH:45]=2)[NH:40][C:39]1=[O:48].CCN(C(C)C)C(C)C. Product: [O:48]=[C:39]1[CH:38]([NH:37][C:11]([C:9]2[NH:10][C:4]3[CH:3]=[C:2]([Cl:1])[N:7]=[CH:6][C:5]=3[CH:8]=2)=[O:13])[CH2:47][C:46]2[C:41](=[CH:42][CH:43]=[CH:44][CH:45]=2)[NH:40]1. The catalyst class is: 3.